This data is from hERG potassium channel inhibition data for cardiac toxicity prediction from Karim et al.. The task is: Regression/Classification. Given a drug SMILES string, predict its toxicity properties. Task type varies by dataset: regression for continuous values (e.g., LD50, hERG inhibition percentage) or binary classification for toxic/non-toxic outcomes (e.g., AMES mutagenicity, cardiotoxicity, hepatotoxicity). Dataset: herg_karim. (1) The drug is COCCCN(C)S(=O)(=O)Nc1ccc2ccc3ncc(-c4cnn(C)c4)cc3c(=O)c2c1. The result is 0 (non-blocker). (2) The drug is O=C(/C=C/c1ccc(C(F)(F)F)cc1)N1CCC[C@H]1CN1CCCC1. The result is 1 (blocker).